This data is from Forward reaction prediction with 1.9M reactions from USPTO patents (1976-2016). The task is: Predict the product of the given reaction. Given the reactants [CH2:1]([N:8]1[C@@H:13]2[C@H:14]([C:16]3[NH:20][N:19]=[N:18][N:17]=3)[CH2:15][C@@:9]1([C:37]1[CH:42]=[CH:41][CH:40]=[CH:39][CH:38]=1)[C@H:10]([O:21][CH2:22][C:23]1[CH:28]=[C:27]([C:29]([F:32])([F:31])[F:30])[CH:26]=[C:25]([C:33]([F:36])([F:35])[F:34])[CH:24]=1)[CH2:11][CH2:12]2)[C:2]1[CH:7]=[CH:6][CH:5]=[CH:4][CH:3]=1.Br[CH2:44][C:45]([O:47][CH3:48])=[O:46].C(=O)([O-])[O-].[K+].[K+], predict the reaction product. The product is: [CH2:1]([N:8]1[C@@H:13]2[C@H:14]([C:16]3[N:17]([CH2:44][C:45]([O:47][CH3:48])=[O:46])[N:18]=[N:19][N:20]=3)[CH2:15][C@@:9]1([C:37]1[CH:42]=[CH:41][CH:40]=[CH:39][CH:38]=1)[C@H:10]([O:21][CH2:22][C:23]1[CH:24]=[C:25]([C:33]([F:36])([F:35])[F:34])[CH:26]=[C:27]([C:29]([F:30])([F:31])[F:32])[CH:28]=1)[CH2:11][CH2:12]2)[C:2]1[CH:7]=[CH:6][CH:5]=[CH:4][CH:3]=1.